From a dataset of Reaction yield outcomes from USPTO patents with 853,638 reactions. Predict the reaction yield, written as a fraction of the theoretical maximum amount of product (1.0 means a 100% yield; for example, 0.34 means a 34% yield). (1) The reactants are C([N+](CCCC)(CCCC)CCCC)CCC.[P:18]([O:22][CH2:23][C@@H:24]1[C@@H:28]([O:29][P:30]([O:33][CH2:34][C@@H:35]2[C@@H:39]([OH:40])[C@@H:38]([OH:41])[C@H:37]([N:42]3[CH:50]=[N:49][C:48]4[C:43]3=[N:44][CH:45]=[N:46][C:47]=4[NH2:51])[O:36]2)([OH:32])=[O:31])[CH2:27][C@H:26]([N:52]2[CH:57]=[CH:56][C:55]([NH2:58])=[N:54][C:53]2=[O:59])[O:25]1)([OH:21])([OH:20])=[O:19].[C:60]([O:64][C:65]([NH:67][C@@H:68]([CH2:75][CH2:76][CH2:77][CH2:78][NH:79][C:80](=[O:85])[C:81]([F:84])([F:83])[F:82])[C:69](OCC#N)=[O:70])=[O:66])([CH3:63])([CH3:62])[CH3:61]. The catalyst is C(#N)C. The product is [C:60]([O:64][C:65]([NH:67][C@H:68]([CH2:75][CH2:76][CH2:77][CH2:78][NH:79][C:80](=[O:85])[C:81]([F:83])([F:84])[F:82])[C:69]([O:40][C@H:39]1[C@@H:38]([OH:41])[C@H:37]([N:42]2[CH:50]=[N:49][C:48]3[C:43]2=[N:44][CH:45]=[N:46][C:47]=3[NH2:51])[O:36][C@H:35]1[CH2:34][O:33][P:30]([O:29][C@H:28]1[CH2:27][C@H:26]([N:52]2[CH:57]=[CH:56][C:55]([NH2:58])=[N:54][C:53]2=[O:59])[O:25][C@@H:24]1[CH2:23][O:22][P:18]([OH:21])([OH:20])=[O:19])([OH:32])=[O:31])=[O:70])=[O:66])([CH3:63])([CH3:61])[CH3:62]. The yield is 0.0400. (2) The reactants are [CH3:1][N:2]([CH3:36])[CH2:3][CH2:4][NH:5][C:6]([NH:8][C:9]1[CH:14]=[CH:13][C:12]([C:15]2[N:16]=[C:17]([N:30]3[CH2:35][CH2:34][O:33][CH2:32][CH2:31]3)[C:18]3[N:23]=[N:22][N:21]([CH:24]4[CH2:29][CH2:28][NH:27][CH2:26][CH2:25]4)[C:19]=3[N:20]=2)=[CH:11][CH:10]=1)=[O:7].[NH:37]1[CH:41]=[CH:40][CH:39]=[C:38]1[CH:42]=O.[BH-](OC(C)=O)(OC(C)=O)OC(C)=O.[Na+].CC(O)=O. The catalyst is C1COCC1. The product is [NH:37]1[CH:41]=[CH:40][CH:39]=[C:38]1[CH2:42][N:27]1[CH2:28][CH2:29][CH:24]([N:21]2[C:19]3[N:20]=[C:15]([C:12]4[CH:11]=[CH:10][C:9]([NH:8][C:6]([NH:5][CH2:4][CH2:3][N:2]([CH3:36])[CH3:1])=[O:7])=[CH:14][CH:13]=4)[N:16]=[C:17]([N:30]4[CH2:35][CH2:34][O:33][CH2:32][CH2:31]4)[C:18]=3[N:23]=[N:22]2)[CH2:25][CH2:26]1. The yield is 0.490. (3) The reactants are [Cl:1][CH2:2][C:3]1O[C:5](=[O:16])[C:6]2[CH:12]=[C:11]([N+:13]([O-:15])=[O:14])[CH:10]=[CH:9][C:7]=2[N:8]=1.P(Cl)(Cl)(Cl)=O.[NH2:22][C:23]1[CH:28]=[CH:27][CH:26]=[CH:25][CH:24]=1. The catalyst is C(#N)C. The product is [Cl:1][CH2:2][C:3]1[N:22]([C:23]2[CH:28]=[CH:27][CH:26]=[CH:25][CH:24]=2)[C:5](=[O:16])[C:6]2[C:7](=[CH:9][CH:10]=[C:11]([N+:13]([O-:15])=[O:14])[CH:12]=2)[N:8]=1. The yield is 0.640. (4) The reactants are [CH2:1]([S:3]([C:6]1[CH:11]=[CH:10][C:9](B2OC(C)(C)C(C)(C)O2)=[C:8]([O:21][CH3:22])[CH:7]=1)(=[O:5])=[O:4])[CH3:2].Br[C:24]1[CH:31]=[C:30]([Cl:32])[CH:29]=[CH:28][C:25]=1[C:26]#[N:27].C(=O)([O-])[O-].[Na+].[Na+]. The catalyst is O1CCOCC1.O.C1C=CC([P]([Pd]([P](C2C=CC=CC=2)(C2C=CC=CC=2)C2C=CC=CC=2)([P](C2C=CC=CC=2)(C2C=CC=CC=2)C2C=CC=CC=2)[P](C2C=CC=CC=2)(C2C=CC=CC=2)C2C=CC=CC=2)(C2C=CC=CC=2)C2C=CC=CC=2)=CC=1. The product is [Cl:32][C:30]1[CH:31]=[C:24]([C:9]2[CH:10]=[CH:11][C:6]([S:3]([CH2:1][CH3:2])(=[O:4])=[O:5])=[CH:7][C:8]=2[O:21][CH3:22])[C:25]([C:26]#[N:27])=[CH:28][CH:29]=1. The yield is 0.620. (5) The catalyst is CO. The product is [OH:4][C@H:3]([CH3:5])[CH2:2][C:1]([O:7][C:8]1([CH3:17])[CH2:9][CH2:10][CH:11]([CH:14]([CH3:15])[CH3:16])[CH2:12][CH2:13]1)=[O:6]. The reactants are [C:1]([O:7][C:8]1([CH3:17])[CH2:13][CH2:12][CH:11]([CH:14]([CH3:16])[CH3:15])[CH2:10][CH2:9]1)(=[O:6])[CH2:2][C:3]([CH3:5])=[O:4]. The yield is 0.984.